Predict the reaction yield, written as a fraction of the theoretical maximum amount of product (1.0 means a 100% yield; for example, 0.34 means a 34% yield). From a dataset of Reaction yield outcomes from USPTO patents with 853,638 reactions. (1) The reactants are Br[CH2:2][C:3](=O)[C:4]([CH3:7])([CH3:6])[CH3:5].[NH2:9][C:10]([NH2:12])=[S:11].C(=O)([O-])O.[Na+]. The catalyst is C(O)C. The product is [NH2:12][C:10]1[S:11][CH:2]=[C:3]([C:4]([CH3:7])([CH3:6])[CH3:5])[N:9]=1. The yield is 0.909. (2) The reactants are Br[C:2]1[C:3]([O:31][CH3:32])=[C:4]([C:16]2[CH:24]=[C:23]3[C:19]([C:20]([CH2:25][NH:26][S:27]([CH3:30])(=[O:29])=[O:28])=[CH:21][CH2:22]3)=[CH:18][CH:17]=2)[CH:5]=[C:6]([N:8]2[CH:13]=[CH:12][C:11](=[O:14])[NH:10][C:9]2=[O:15])[CH:7]=1.[O:33]1[CH:37]=[CH:36][C:35](B(O)O)=[CH:34]1. No catalyst specified. The product is [O:15]=[C:9]1[NH:10][C:11](=[O:14])[CH:12]=[CH:13][N:8]1[C:6]1[CH:7]=[C:2]([C:35]2[CH:36]=[CH:37][O:33][CH:34]=2)[C:3]([O:31][CH3:32])=[C:4]([C:16]2[CH:24]=[C:23]3[C:19]([C:20]([CH2:25][NH:26][S:27]([CH3:30])(=[O:29])=[O:28])=[CH:21][CH2:22]3)=[CH:18][CH:17]=2)[CH:5]=1. The yield is 0.450. (3) The catalyst is CC(C)=O. The reactants are [Br:1][C:2]1[CH:10]=[CH:9][C:5]([C:6]([OH:8])=[O:7])=[CH:4][C:3]=1O.[C:12](=O)([O-])[O-].[K+].[K+].S([O:23][CH3:24])(OC)(=O)=O.O. The product is [Br:1][C:2]1[CH:10]=[CH:9][C:5]([C:6]([O:8][CH3:12])=[O:7])=[CH:4][C:3]=1[O:23][CH3:24]. The yield is 0.990. (4) The reactants are Br[C:2]1[S:14][C:13]2[C:12]3[CH:11]=[CH:10][CH:9]=[CH:8][C:7]=3[CH:6]([CH2:15][CH3:16])[N:5]([S:17]([C:20]3[CH:25]=[CH:24][C:23]([O:26]C)=[CH:22][CH:21]=3)(=[O:19])=[O:18])[C:4]=2[CH:3]=1.[C:28]1(B(O)O)[CH:33]=[CH:32][CH:31]=[CH:30][CH:29]=1. No catalyst specified. The product is [CH2:15]([CH:6]1[C:7]2[CH:8]=[CH:9][CH:10]=[CH:11][C:12]=2[C:13]2[S:14][C:2]([C:28]3[CH:33]=[CH:32][CH:31]=[CH:30][CH:29]=3)=[CH:3][C:4]=2[N:5]1[S:17]([C:20]1[CH:25]=[CH:24][C:23]([OH:26])=[CH:22][CH:21]=1)(=[O:19])=[O:18])[CH3:16]. The yield is 0.500. (5) The reactants are [OH:1][C:2]1[CH:11]=[CH:10][C:5]([C:6]([O:8][CH3:9])=[O:7])=[CH:4][C:3]=1[C:12]#[C:13][Si](C)(C)C. The catalyst is CO. The product is [O:1]1[C:2]2[CH:11]=[CH:10][C:5]([C:6]([O:8][CH3:9])=[O:7])=[CH:4][C:3]=2[CH:12]=[CH:13]1. The yield is 0.340. (6) The reactants are [CH3:1][C:2]([CH3:29])([CH3:28])[C:3]([O:5][C:6]1[CH:15]=[C:14]2[C:9]([C:10]([CH2:17][C:18](=[O:27])[NH:19][CH2:20][CH2:21][CH2:22][CH2:23][CH2:24][CH2:25][OH:26])=[CH:11][C:12](=[O:16])[O:13]2)=[CH:8][CH:7]=1)=[O:4].C(N(CC)CC)C.[CH:37]([N:40]([CH:48]([CH3:50])[CH3:49])[P:41](Cl)[O:42][CH2:43][CH2:44][C:45]#[N:46])([CH3:39])[CH3:38].CO. The catalyst is C(Cl)Cl. The product is [CH3:1][C:2]([CH3:29])([CH3:28])[C:3]([O:5][C:6]1[CH:15]=[C:14]2[C:9]([C:10]([CH2:17][C:18](=[O:27])[NH:19][CH2:20][CH2:21][CH2:22][CH2:23][CH2:24][CH2:25][O:26][P:41]([N:40]([CH:48]([CH3:50])[CH3:49])[CH:37]([CH3:38])[CH3:39])[O:42][CH2:43][CH2:44][C:45]#[N:46])=[CH:11][C:12](=[O:16])[O:13]2)=[CH:8][CH:7]=1)=[O:4]. The yield is 0.650. (7) The reactants are N[C:2]1[CH:10]=[C:9]([C:11]([F:14])([F:13])[F:12])[CH:8]=[CH:7][C:3]=1[C:4]([OH:6])=[O:5].[OH-].[Na+].N([O-])=O.[Na+].Cl.C([O-])(=O)C.[K+].C(=S)(OCC)[S-:28].[K+]. The catalyst is O. The product is [F:12][C:11]([F:14])([F:13])[C:9]1[CH:10]=[C:2]([SH:28])[C:3](=[CH:7][CH:8]=1)[C:4]([OH:6])=[O:5]. The yield is 0.770. (8) The reactants are [CH2:1]([C:3]1[S:7][C:6]([C:8]([O:10]C)=[O:9])=[CH:5][C:4]=1[C:12]1[N:16]([CH3:17])[N:15]=[CH:14][CH:13]=1)[CH3:2].[OH-].[Na+]. The product is [CH2:1]([C:3]1[S:7][C:6]([C:8]([OH:10])=[O:9])=[CH:5][C:4]=1[C:12]1[N:16]([CH3:17])[N:15]=[CH:14][CH:13]=1)[CH3:2]. The yield is 1.00. The catalyst is O1CCCC1. (9) The reactants are [F:1][C:2]1[CH:7]=[C:6]([N+:8]([O-])=O)[CH:5]=[CH:4][C:3]=1[CH2:11][CH2:12][OH:13]. The catalyst is C(O)C.[Pd]. The product is [NH2:8][C:6]1[CH:5]=[CH:4][C:3]([CH2:11][CH2:12][OH:13])=[C:2]([F:1])[CH:7]=1. The yield is 0.750. (10) The yield is 0.370. The product is [C:10]([OH:11])(=[O:31])/[CH:9]=[CH:40]/[C:39]([OH:42])=[O:41].[CH:16]1([CH2:22][N:23]([CH2:10][C:9]2[CH:12]=[CH:13][CH:14]=[CH:15][C:8]=2[O:1][C:2]2[CH:7]=[CH:6][CH:5]=[CH:4][CH:3]=2)[CH:24]2[CH2:29][CH2:28][NH:27][CH2:26][CH2:25]2)[CH2:17][CH2:18][CH2:19][CH2:20][CH2:21]1. The reactants are [O:1]([C:8]1[CH:15]=[CH:14][CH:13]=[CH:12][C:9]=1[CH:10]=[O:11])[C:2]1[CH:7]=[CH:6][CH:5]=[CH:4][CH:3]=1.[CH:16]1([CH2:22][NH:23][CH:24]2[CH2:29][CH2:28][N:27](C(OC(C)(C)C)=[O:31])[CH2:26][CH2:25]2)[CH2:21][CH2:20][CH2:19][CH2:18][CH2:17]1.CO.[C:39]([O:42]CC)(=[O:41])[CH3:40]. The catalyst is C1CCCCC1.